This data is from Peptide-MHC class I binding affinity with 185,985 pairs from IEDB/IMGT. The task is: Regression. Given a peptide amino acid sequence and an MHC pseudo amino acid sequence, predict their binding affinity value. This is MHC class I binding data. (1) The peptide sequence is EEIRRIWRQ. The MHC is HLA-B44:02 with pseudo-sequence HLA-B44:02. The binding affinity (normalized) is 0.0847. (2) The peptide sequence is WLDSVIQYL. The MHC is HLA-A69:01 with pseudo-sequence HLA-A69:01. The binding affinity (normalized) is 0.365. (3) The peptide sequence is EFGRAKGSR. The MHC is HLA-A33:01 with pseudo-sequence HLA-A33:01. The binding affinity (normalized) is 0.663. (4) The peptide sequence is FQKDAKVLF. The MHC is HLA-B39:01 with pseudo-sequence HLA-B39:01. The binding affinity (normalized) is 0.0847. (5) The binding affinity (normalized) is 0.883. The peptide sequence is GRQTALFLL. The MHC is Mamu-B03 with pseudo-sequence Mamu-B03. (6) The peptide sequence is VEMGIKNGP. The MHC is HLA-B07:02 with pseudo-sequence HLA-B07:02. The binding affinity (normalized) is 0.0847.